Dataset: Reaction yield outcomes from USPTO patents with 853,638 reactions. Task: Predict the reaction yield, written as a fraction of the theoretical maximum amount of product (1.0 means a 100% yield; for example, 0.34 means a 34% yield). The reactants are C([N:8]1[CH2:13][CH2:12][CH2:11][C@@H:10]([N:14]2[CH:23]=[CH:22][C:21]3[C:16](=[CH:17][CH:18]=[CH:19][CH:20]=3)[C:15]2=[O:24])[CH2:9]1)C1C=CC=CC=1. The catalyst is CO.[OH-].[OH-].[Pd+2]. The product is [NH:8]1[CH2:13][CH2:12][CH2:11][C@@H:10]([N:14]2[CH2:23][CH2:22][C:21]3[C:16](=[CH:17][CH:18]=[CH:19][CH:20]=3)[C:15]2=[O:24])[CH2:9]1. The yield is 0.210.